From a dataset of Catalyst prediction with 721,799 reactions and 888 catalyst types from USPTO. Predict which catalyst facilitates the given reaction. (1) Reactant: [C:1]1([C:7]2[CH:12]=[CH:11][C:10]([C:13]3[CH:18]=[CH:17][CH:16]=[CH:15][CH:14]=3)=[CH:9][C:8]=2[C@@H:19]([O:24][C:25]2[N:30]=[C:29]([NH2:31])[N:28]=[C:27]([N:32]3[CH2:53][CH2:52][C:35]4([CH2:39][N:38](C(OC(C)(C)C)=O)[C@H:37]([C:47]([O:49][CH2:50][CH3:51])=[O:48])[CH2:36]4)[CH2:34][CH2:33]3)[CH:26]=2)[C:20]([F:23])([F:22])[F:21])[CH:6]=[CH:5][CH:4]=[CH:3][CH:2]=1.C(O)(C(F)(F)F)=O. Product: [C:1]1([C:7]2[CH:12]=[CH:11][C:10]([C:13]3[CH:18]=[CH:17][CH:16]=[CH:15][CH:14]=3)=[CH:9][C:8]=2[C@@H:19]([O:24][C:25]2[N:30]=[C:29]([NH2:31])[N:28]=[C:27]([N:32]3[CH2:53][CH2:52][C:35]4([CH2:39][NH:38][C@H:37]([C:47]([O:49][CH2:50][CH3:51])=[O:48])[CH2:36]4)[CH2:34][CH2:33]3)[CH:26]=2)[C:20]([F:22])([F:23])[F:21])[CH:6]=[CH:5][CH:4]=[CH:3][CH:2]=1. The catalyst class is: 2. (2) Reactant: [S:1]1CS[C:2]1=[C:5]([C:16]1[CH:21]=[CH:20][N:19]=[CH:18][CH:17]=1)[C:6]([C:8]1[CH:13]=[CH:12][CH:11]=[C:10]([O:14][CH3:15])[CH:9]=1)=O.[NH2:22][NH2:23]. Product: [CH3:15][O:14][C:10]1[CH:9]=[C:8]([C:6]2[C:5]([C:16]3[CH:21]=[CH:20][N:19]=[CH:18][CH:17]=3)=[C:2]([SH:1])[NH:22][N:23]=2)[CH:13]=[CH:12][CH:11]=1. The catalyst class is: 1. (3) Product: [Cl:1][C:2]1[N:3]=[CH:4][C:5]([C:6]([N:48]2[CH2:49][CH2:50][N:45]([CH3:44])[CH2:46][CH2:47]2)=[O:8])=[CH:9][CH:10]=1. Reactant: [Cl:1][C:2]1[CH:10]=[CH:9][C:5]([C:6]([OH:8])=O)=[CH:4][N:3]=1.F[P-](F)(F)(F)(F)F.N1(O[P+](N2CCCC2)(N2CCCC2)N2CCCC2)C2C=CC=CC=2N=N1.[CH3:44][N:45]1[CH2:50][CH2:49][NH:48][CH2:47][CH2:46]1.C(N(CC)CC)C. The catalyst class is: 9.